This data is from Full USPTO retrosynthesis dataset with 1.9M reactions from patents (1976-2016). The task is: Predict the reactants needed to synthesize the given product. (1) Given the product [Br:22][C:21]1[C:20]2[C:18](=[O:19])[N:23]([CH2:24][CH2:25][N:26]3[CH2:31][CH2:30][O:29][CH2:28][CH2:27]3)[C:15](=[O:16])[C:5]3=[CH:6][C:7]([Br:14])=[C:8]4[C:3]([C:4]=23)=[C:2]([C:12](=[O:13])[N:23]([CH2:24][CH2:25][N:26]2[CH2:31][CH2:30][O:29][CH2:28][CH2:27]2)[C:9]4=[O:10])[CH:1]=1, predict the reactants needed to synthesize it. The reactants are: [CH:1]1[C:21]([Br:22])=[C:20]2[C:4]3[C:5]([C:15](O[C:18]2=[O:19])=[O:16])=[CH:6][C:7]([Br:14])=[C:8]2[C:9](O[C:12](=[O:13])[C:2]=1[C:3]=32)=[O:10].[NH2:23][CH2:24][CH2:25][N:26]1[CH2:31][CH2:30][O:29][CH2:28][CH2:27]1. (2) The reactants are: [S:1]1(=[O:7])(=[O:6])[CH2:5][CH2:4][CH2:3][NH:2]1.Br[C:9]1[CH:10]=[CH:11][C:12]([C:15]([N:17]2[CH2:22][CH2:21][N:20]([C:23]3[C:28]([CH3:29])=[CH:27][C:26]([CH:30]4[CH2:32][CH2:31]4)=[CH:25][N:24]=3)[CH2:19][CH2:18]2)=[O:16])=[N:13][CH:14]=1. Given the product [CH:30]1([C:26]2[CH:27]=[C:28]([CH3:29])[C:23]([N:20]3[CH2:19][CH2:18][N:17]([C:15]([C:12]4[CH:11]=[CH:10][C:9]([N:2]5[CH2:3][CH2:4][CH2:5][S:1]5(=[O:7])=[O:6])=[CH:14][N:13]=4)=[O:16])[CH2:22][CH2:21]3)=[N:24][CH:25]=2)[CH2:31][CH2:32]1, predict the reactants needed to synthesize it. (3) Given the product [NH2:31][CH:1]([C:4]1[C:9]([C:10]2[CH:15]=[CH:14][CH:13]=[C:12]([F:16])[CH:11]=2)=[C:8]([N:17]2[CH2:21][CH2:20][O:19][C:18]2=[O:22])[C:7]([CH3:23])=[C:6]([Cl:24])[CH:5]=1)[CH3:2], predict the reactants needed to synthesize it. The reactants are: [C:1]([C:4]1[C:9]([C:10]2[CH:15]=[CH:14][CH:13]=[C:12]([F:16])[CH:11]=2)=[C:8]([N:17]2[CH2:21][CH2:20][O:19][C:18]2=[O:22])[C:7]([CH3:23])=[C:6]([Cl:24])[CH:5]=1)(=O)[CH3:2].C([O-])(=O)C.[NH4+].C([BH3-])#[N:31].[Na+]. (4) Given the product [CH2:1]([N:8]1[CH2:13][CH2:12][C@@H:11]([NH:14][C:15](=[O:21])[O:16][C:17]([CH3:20])([CH3:19])[CH3:18])[C@H:10]([CH2:22][C:25]2[CH:30]=[CH:29][C:28]([CH2:31][CH2:32][C:33]#[N:34])=[CH:27][CH:26]=2)[CH2:9]1)[C:2]1[CH:7]=[CH:6][CH:5]=[CH:4][CH:3]=1, predict the reactants needed to synthesize it. The reactants are: [CH2:1]([N:8]1[CH2:13][CH2:12][C@@H:11]([NH:14][C:15](=[O:21])[O:16][C:17]([CH3:20])([CH3:19])[CH3:18])[C@H:10]([CH2:22]O)[CH2:9]1)[C:2]1[CH:7]=[CH:6][CH:5]=[CH:4][CH:3]=1.O[C:25]1[CH:30]=[CH:29][C:28]([CH2:31][CH2:32][C:33]#[N:34])=[CH:27][CH:26]=1.C1CCN(C(N=NC(N2CCCCC2)=O)=O)CC1.P(CCCC)(CCCC)CCCC. (5) Given the product [ClH:21].[Br:1][C:2]1[C:3]([O:8][CH:9]2[CH2:10][CH:11]([NH2:13])[CH2:12]2)=[N:4][CH:5]=[CH:6][CH:7]=1, predict the reactants needed to synthesize it. The reactants are: [Br:1][C:2]1[C:3]([O:8][CH:9]2[CH2:12][CH:11]([NH:13]C(=O)OC(C)(C)C)[CH2:10]2)=[N:4][CH:5]=[CH:6][CH:7]=1.[ClH:21]. (6) The reactants are: [CH3:1][N:2]([CH3:17])[C:3]([C:5]1[CH:13]=[C:12]2[C:8]([CH2:9][NH:10][CH:11]2[C:14]([OH:16])=[O:15])=[CH:7][CH:6]=1)=[O:4].C(N(CC)CC)C.[CH3:25][C:26]([O:29][C:30](O[C:30]([O:29][C:26]([CH3:28])([CH3:27])[CH3:25])=[O:31])=[O:31])([CH3:28])[CH3:27]. Given the product [C:26]([O:29][C:30]([N:10]1[CH2:9][C:8]2[C:12](=[CH:13][C:5]([C:3](=[O:4])[N:2]([CH3:17])[CH3:1])=[CH:6][CH:7]=2)[CH:11]1[C:14]([OH:16])=[O:15])=[O:31])([CH3:28])([CH3:27])[CH3:25], predict the reactants needed to synthesize it. (7) Given the product [CH3:21][O:22][CH2:23][CH2:24][N:25]([CH2:26][CH2:27][O:28][CH3:29])[C:1](=[O:8])[CH2:2][CH2:3][CH2:4][C:5]#[CH:6], predict the reactants needed to synthesize it. The reactants are: [C:1]([OH:8])(=O)[CH2:2][CH2:3][CH2:4][C:5]#[CH:6].CCN=C=NCCCN(C)C.Cl.[CH3:21][O:22][CH2:23][CH2:24][NH:25][CH2:26][CH2:27][O:28][CH3:29].